From a dataset of Peptide-MHC class II binding affinity with 134,281 pairs from IEDB. Regression. Given a peptide amino acid sequence and an MHC pseudo amino acid sequence, predict their binding affinity value. This is MHC class II binding data. The MHC is HLA-DPA10201-DPB10101 with pseudo-sequence HLA-DPA10201-DPB10101. The peptide sequence is SAMVYSSDDIPPR. The binding affinity (normalized) is 0.0211.